The task is: Predict which catalyst facilitates the given reaction.. This data is from Catalyst prediction with 721,799 reactions and 888 catalyst types from USPTO. (1) Reactant: [N+:1]([C:4]1[CH:9]=[CH:8][C:7](=[S:10])[NH:6][C:5]=1[C:11]#[N:12])([O-:3])=[O:2].[F:13][C:14]1[CH:15]=[C:16]([CH:26]=[C:27]([F:29])[CH:28]=1)[CH2:17]C(Br)C1C=CC=CC=1.C([O-])([O-])=O.[K+].[K+]. Product: [F:13][C:14]1[CH:15]=[C:16]([CH:26]=[C:27]([F:29])[CH:28]=1)[CH2:17][S:10][C:7]1[N:6]=[C:5]([C:11]#[N:12])[C:4]([N+:1]([O-:3])=[O:2])=[CH:9][CH:8]=1. The catalyst class is: 21. (2) Reactant: [F:1][C:2]1[CH:3]=[C:4]([CH:30]=[CH:31][CH:32]=1)[O:5][C:6]1[CH:29]=[CH:28][C:9]([O:10][C:11]2[N:19]=[CH:18][C:17]([N:20]3[CH2:27][CH:26]4[CH:22]([CH2:23][NH:24][CH2:25]4)[CH2:21]3)=[CH:16][C:12]=2[C:13]([NH2:15])=[O:14])=[CH:8][CH:7]=1.C(N(CC)C(C)C)(C)C.[C:42](Cl)(=[O:46])/[CH:43]=[CH:44]/[CH3:45]. Product: [C:42]([N:24]1[CH2:25][CH:26]2[CH2:27][N:20]([C:17]3[CH:18]=[N:19][C:11]([O:10][C:9]4[CH:28]=[CH:29][C:6]([O:5][C:4]5[CH:30]=[CH:31][CH:32]=[C:2]([F:1])[CH:3]=5)=[CH:7][CH:8]=4)=[C:12]([CH:16]=3)[C:13]([NH2:15])=[O:14])[CH2:21][CH:22]2[CH2:23]1)(=[O:46])/[CH:43]=[CH:44]/[CH3:45]. The catalyst class is: 2.